Dataset: NCI-60 drug combinations with 297,098 pairs across 59 cell lines. Task: Regression. Given two drug SMILES strings and cell line genomic features, predict the synergy score measuring deviation from expected non-interaction effect. (1) Drug 1: C1C(C(OC1N2C=NC3=C(N=C(N=C32)Cl)N)CO)O. Drug 2: C(CN)CNCCSP(=O)(O)O. Cell line: M14. Synergy scores: CSS=59.2, Synergy_ZIP=-2.68, Synergy_Bliss=-4.63, Synergy_Loewe=-58.5, Synergy_HSA=-5.32. (2) Drug 1: CN(C)N=NC1=C(NC=N1)C(=O)N. Drug 2: C1C(C(OC1N2C=NC3=C2NC=NCC3O)CO)O. Cell line: SR. Synergy scores: CSS=5.28, Synergy_ZIP=-3.73, Synergy_Bliss=-2.33, Synergy_Loewe=-2.44, Synergy_HSA=-0.555.